This data is from Catalyst prediction with 721,799 reactions and 888 catalyst types from USPTO. The task is: Predict which catalyst facilitates the given reaction. (1) Reactant: C1(P(C2C=CC=CC=2)C2C=CC=CC=2)C=CC=CC=1.CC(OC(/N=N/C(OC(C)C)=O)=O)C.[C:34]([OH:37])(=[S:36])[CH3:35].[F:38][C:39]1[CH:50]=[CH:49][C:42]([CH2:43][N:44]2[CH2:47][CH:46](O)[CH2:45]2)=[CH:41][CH:40]=1. Product: [F:38][C:39]1[CH:50]=[CH:49][C:42]([CH2:43][N:44]2[CH2:47][CH:46]([S:36][C:34](=[O:37])[CH3:35])[CH2:45]2)=[CH:41][CH:40]=1. The catalyst class is: 7. (2) Reactant: [CH:1]1([C@@H:5]([NH:7][S:8]([C:10]([CH3:13])([CH3:12])[CH3:11])=[O:9])[CH3:6])[CH2:4][CH2:3][CH2:2]1.[H-].[Na+].Br[CH2:17][C:18]1[CH:23]=[CH:22][CH:21]=[C:20]([CH3:24])[CH:19]=1. Product: [CH:1]1([C@@H:5]([N:7]([CH2:17][C:18]2[CH:23]=[CH:22][CH:21]=[C:20]([CH3:24])[CH:19]=2)[S:8]([C:10]([CH3:12])([CH3:11])[CH3:13])=[O:9])[CH3:6])[CH2:4][CH2:3][CH2:2]1. The catalyst class is: 3.